This data is from Catalyst prediction with 721,799 reactions and 888 catalyst types from USPTO. The task is: Predict which catalyst facilitates the given reaction. The catalyst class is: 2. Product: [C:21]([O:24][CH2:25][C:26]([NH:8][C:9]1[CH:10]=[CH:11][C:12]([C:17]([F:18])([F:19])[F:20])=[C:13]([C:14]#[N:15])[CH:16]=1)=[O:27])(=[O:23])[CH3:22]. Reactant: C(N(CC)CC)C.[NH2:8][C:9]1[CH:10]=[CH:11][C:12]([C:17]([F:20])([F:19])[F:18])=[C:13]([CH:16]=1)[C:14]#[N:15].[C:21]([O:24][CH2:25][C:26](Cl)=[O:27])(=[O:23])[CH3:22].